Dataset: Reaction yield outcomes from USPTO patents with 853,638 reactions. Task: Predict the reaction yield, written as a fraction of the theoretical maximum amount of product (1.0 means a 100% yield; for example, 0.34 means a 34% yield). (1) The reactants are COC1C=CC(P2(SP(C3C=CC(OC)=CC=3)(=S)S2)=[S:10])=CC=1.[C:23]1([N:29]2[CH:34]=[CH:33][C:32]([CH2:35][CH2:36][C:37]3[N:38]=[N:39][NH:40][CH:41]=3)=[C:31]([O:42][CH3:43])[C:30]2=O)[CH:28]=[CH:27][CH:26]=[CH:25][CH:24]=1. The catalyst is C1(C)C=CC=CC=1. The product is [C:23]1([N:29]2[CH:34]=[CH:33][C:32]([CH2:35][CH2:36][C:37]3[N:38]=[N:39][NH:40][CH:41]=3)=[C:31]([O:42][CH3:43])[C:30]2=[S:10])[CH:28]=[CH:27][CH:26]=[CH:25][CH:24]=1. The yield is 0.680. (2) The reactants are [NH2:1][C:2]1[N:10]=[CH:9][N:8]=[C:7]2[C:3]=1[N:4]=[CH:5][N:6]2[CH:11]1[O:15][CH:14]([CH2:16][O:17][C:18]([C:31]2[CH:36]=[CH:35][CH:34]=[CH:33][CH:32]=2)([C:25]2[CH:30]=[CH:29][CH:28]=[CH:27][CH:26]=2)[C:19]2[CH:24]=[CH:23][CH:22]=[CH:21][CH:20]=2)[CH:13]([OH:37])[CH:12]1[F:38].[C:39](Cl)([C:41]1[CH:46]=[CH:45][CH:44]=[CH:43][CH:42]=1)=[O:40]. The catalyst is N1C=CC=CC=1. The product is [C:39]([NH:1][C:2]1[N:10]=[CH:9][N:8]=[C:7]2[C:3]=1[N:4]=[CH:5][N:6]2[CH:11]1[O:15][CH:14]([CH2:16][O:17][C:18]([C:25]2[CH:30]=[CH:29][CH:28]=[CH:27][CH:26]=2)([C:31]2[CH:32]=[CH:33][CH:34]=[CH:35][CH:36]=2)[C:19]2[CH:20]=[CH:21][CH:22]=[CH:23][CH:24]=2)[CH:13]([O:37][C:18](=[O:17])[C:19]2[CH:24]=[CH:23][CH:22]=[CH:21][CH:20]=2)[CH:12]1[F:38])(=[O:40])[C:41]1[CH:46]=[CH:45][CH:44]=[CH:43][CH:42]=1. The yield is 0.960. (3) The reactants are Cl.Cl.[CH3:3][C@@:4]1([CH2:15][N:16]2[CH2:21][CH2:20][NH:19][CH2:18][CH2:17]2)[O:8][C:7]2=[N:9][C:10]([N+:12]([O-:14])=[O:13])=[CH:11][N:6]2[CH2:5]1.C(N(CC)CC)C.[CH:29]1([N:35]=[C:36]=[O:37])[CH2:34][CH2:33][CH2:32][CH2:31][CH2:30]1. The catalyst is C(Cl)Cl. The product is [CH:29]1([NH:35][C:36]([N:19]2[CH2:18][CH2:17][N:16]([CH2:15][C@:4]3([CH3:3])[O:8][C:7]4=[N:9][C:10]([N+:12]([O-:14])=[O:13])=[CH:11][N:6]4[CH2:5]3)[CH2:21][CH2:20]2)=[O:37])[CH2:34][CH2:33][CH2:32][CH2:31][CH2:30]1. The yield is 0.470. (4) The reactants are [CH3:1][N:2]([CH3:20])[CH2:3][CH2:4][CH2:5][O:6][C:7]1[CH:12]=[CH:11][C:10]([NH2:13])=[CH:9][C:8]=1[C:14]1[N:15]([CH3:19])[N:16]=[CH:17][CH:18]=1.[F:21][C:22]1[CH:27]=[C:26]([F:28])[CH:25]=[CH:24][C:23]=1[N:29]=[C:30]=[O:31]. The yield is 0.730. The product is [F:21][C:22]1[CH:27]=[C:26]([F:28])[CH:25]=[CH:24][C:23]=1[NH:29][C:30]([NH:13][C:10]1[CH:11]=[CH:12][C:7]([O:6][CH2:5][CH2:4][CH2:3][N:2]([CH3:1])[CH3:20])=[C:8]([C:14]2[N:15]([CH3:19])[N:16]=[CH:17][CH:18]=2)[CH:9]=1)=[O:31]. The catalyst is C(Cl)Cl.